Predict the reaction yield, written as a fraction of the theoretical maximum amount of product (1.0 means a 100% yield; for example, 0.34 means a 34% yield). From a dataset of Reaction yield outcomes from USPTO patents with 853,638 reactions. The reactants are [CH2:1]([O:3][C:4]([N:6]1[CH2:11][CH2:10][CH:9]([NH2:12])[CH2:8][CH2:7]1)=[O:5])[CH3:2].Cl[C:14]1[CH:15]=[C:16]([C:23]([F:26])([F:25])[F:24])[CH:17]=[CH:18][C:19]=1[N+:20]([O-:22])=[O:21].C(=O)([O-])[O-].[Na+].[Na+]. The catalyst is CN(C)C=O.O.C(OCC)(=O)C.[I-].[K+]. The product is [N+:20]([C:19]1[CH:14]=[CH:15][C:16]([C:23]([F:24])([F:25])[F:26])=[CH:17][C:18]=1[NH:12][CH:9]1[CH2:8][CH2:7][N:6]([C:4]([O:3][CH2:1][CH3:2])=[O:5])[CH2:11][CH2:10]1)([O-:22])=[O:21]. The yield is 0.400.